From a dataset of Full USPTO retrosynthesis dataset with 1.9M reactions from patents (1976-2016). Predict the reactants needed to synthesize the given product. (1) Given the product [C:59](=[NH:58])([NH:66][O:46][C:45]([C@@H:44]1[CH2:43][CH2:42][N:41]1[C:39]([O:38][C:35]([CH3:34])([CH3:36])[CH3:37])=[O:40])=[O:47])[C:60]1[CH:65]=[CH:64][CH:63]=[CH:62][CH:61]=1, predict the reactants needed to synthesize it. The reactants are: C1CN([P+](ON2N=NC3C=CC=CC2=3)(N2CCCC2)N2CCCC2)CC1.F[P-](F)(F)(F)(F)F.[CH3:34][C:35]([O:38][C:39]([N:41]1[C@H:44]([C:45]([OH:47])=[O:46])[CH2:43][CH2:42]1)=[O:40])([CH3:37])[CH3:36].CCN(C(C)C)C(C)C.O[N:58]=[C:59]([NH2:66])[C:60]1[CH:65]=[CH:64][CH:63]=[CH:62][CH:61]=1. (2) Given the product [CH3:1][N:2]1[CH:6]=[CH:5][CH:4]=[C:3]1[C:7]1[O:8][C:9]2[CH:15]=[C:14]([CH2:16][C:17]([OH:19])=[O:18])[CH:13]=[CH:12][C:10]=2[N:11]=1, predict the reactants needed to synthesize it. The reactants are: [CH3:1][N:2]1[CH:6]=[CH:5][CH:4]=[C:3]1[C:7]1[O:8][C:9]2[CH:15]=[C:14]([CH2:16][C:17]([O:19]C)=[O:18])[CH:13]=[CH:12][C:10]=2[N:11]=1.C1COCC1.[OH-].[Na+]. (3) Given the product [CH2:24]([O:1][C:2]1[CH:3]=[CH:4][C:5]([C:8]2[CH:9]=[C:10]3[C:14](=[CH:15][CH:16]=2)[N:13]([C:17]([O:19][C:20]([CH3:23])([CH3:22])[CH3:21])=[O:18])[CH2:12][CH2:11]3)=[CH:6][CH:7]=1)[C:25]1[CH:30]=[CH:29][CH:28]=[CH:27][CH:26]=1, predict the reactants needed to synthesize it. The reactants are: [OH:1][C:2]1[CH:7]=[CH:6][C:5]([C:8]2[CH:9]=[C:10]3[C:14](=[CH:15][CH:16]=2)[N:13]([C:17]([O:19][C:20]([CH3:23])([CH3:22])[CH3:21])=[O:18])[CH:12]=[CH:11]3)=[CH:4][CH:3]=1.[CH2:24](Br)[C:25]1[CH:30]=[CH:29][CH:28]=[CH:27][CH:26]=1.C([O-])([O-])=O.[K+].[K+]. (4) Given the product [CH2:18]([O:14][C:11]1[CH:12]=[CH:13][C:8]([C:6]([C:5]2[CH:15]=[CH:16][C:2]([O:33][CH2:30][CH2:11][CH2:10][CH2:9][CH2:8][CH2:6][CH2:5][CH2:4][CH2:3][CH2:2][CH2:16][CH3:15])=[CH:3][CH:4]=2)=[O:7])=[CH:9][CH:10]=1)[CH2:19][CH2:20][CH2:21][CH2:22][CH2:23][CH2:24][CH2:25][CH2:26][CH2:27][CH2:28][CH3:29], predict the reactants needed to synthesize it. The reactants are: O[C:2]1[CH:16]=[CH:15][C:5]([C:6]([C:8]2[CH:13]=[CH:12][C:11]([OH:14])=[CH:10][CH:9]=2)=[O:7])=[CH:4][CH:3]=1.Br[CH2:18][CH2:19][CH2:20][CH2:21][CH2:22][CH2:23][CH2:24][CH2:25][CH2:26][CH2:27][CH2:28][CH3:29].[C:30]([O-:33])([O-])=O.[K+].[K+].O. (5) Given the product [Cl:15][CH2:16][C:17]([N:10]1[CH2:11][CH2:12][CH:7]([CH2:6][C:5]2[CH:4]=[CH:3][C:2]([CH3:1])=[CH:14][CH:13]=2)[CH2:8][CH2:9]1)=[O:18], predict the reactants needed to synthesize it. The reactants are: [CH3:1][C:2]1[CH:14]=[CH:13][C:5]([CH2:6][CH:7]2[CH2:12][CH2:11][NH:10][CH2:9][CH2:8]2)=[CH:4][CH:3]=1.[Cl:15][CH2:16][C:17](Cl)=[O:18].